This data is from Catalyst prediction with 721,799 reactions and 888 catalyst types from USPTO. The task is: Predict which catalyst facilitates the given reaction. (1) Reactant: Cl.[CH3:2][C:3]1[CH:4]=[C:5]2[C:9](=[CH:10][CH:11]=1)[NH:8][CH:7]=[C:6]2[CH2:12][CH2:13][NH2:14].[C:15]1([C:24]2[CH:29]=[CH:28][CH:27]=[CH:26][CH:25]=2)[CH:20]=[CH:19][C:18]([C:21](Cl)=[O:22])=[CH:17][CH:16]=1.C(N(CC)CC)C.C(OCC)(=O)C. Product: [CH3:2][C:3]1[CH:4]=[C:5]2[C:9](=[CH:10][CH:11]=1)[NH:8][CH:7]=[C:6]2[CH2:12][CH2:13][NH:14][C:21]([C:18]1[CH:19]=[CH:20][C:15]([C:24]2[CH:25]=[CH:26][CH:27]=[CH:28][CH:29]=2)=[CH:16][CH:17]=1)=[O:22]. The catalyst class is: 4. (2) Reactant: [N:1]1[CH:6]=[CH:5][CH:4]=[CH:3][C:2]=1[C:7]1[S:11][C:10]([C:12]([OH:14])=O)=[CH:9][CH:8]=1.[C:15]([O:19][C:20]([NH:22][C:23]1[CH:28]=[CH:27][CH:26]=[CH:25][C:24]=1[NH2:29])=[O:21])([CH3:18])([CH3:17])[CH3:16].[Cl-].C[NH+]1CCOCC1. Product: [C:15]([O:19][C:20]([NH:22][C:23]1[CH:28]=[CH:27][CH:26]=[CH:25][C:24]=1[NH:29][C:12]([C:10]1[S:11][C:7]([C:2]2[CH:3]=[CH:4][CH:5]=[CH:6][N:1]=2)=[CH:8][CH:9]=1)=[O:14])=[O:21])([CH3:18])([CH3:16])[CH3:17]. The catalyst class is: 80.